This data is from Forward reaction prediction with 1.9M reactions from USPTO patents (1976-2016). The task is: Predict the product of the given reaction. Given the reactants [N+:1]([C:4]1[CH:12]=[CH:11][C:7]([C:8](Cl)=[O:9])=[CH:6][CH:5]=1)([O-:3])=[O:2].[CH3:13][NH:14][CH2:15][CH2:16][CH3:17].C(=O)([O-])[O-].[K+].[K+].Cl, predict the reaction product. The product is: [CH3:13][N:14]([CH2:15][CH2:16][CH3:17])[C:8](=[O:9])[C:7]1[CH:11]=[CH:12][C:4]([N+:1]([O-:3])=[O:2])=[CH:5][CH:6]=1.